From a dataset of Forward reaction prediction with 1.9M reactions from USPTO patents (1976-2016). Predict the product of the given reaction. (1) Given the reactants C[O:2][C:3](=[O:39])[CH2:4][CH2:5][NH:6][C:7](=[O:38])[C:8]1[CH:13]=[CH:12][C:11]([CH2:14][N:15]([C:26]2[CH:31]=[CH:30][C:29]([C:32]3[CH2:37][CH2:36][CH2:35][CH2:34][CH:33]=3)=[CH:28][CH:27]=2)[C:16]([NH:18][C:19]2[CH:24]=[CH:23][CH:22]=[C:21]([Br:25])[CH:20]=2)=[O:17])=[CH:10][CH:9]=1.[OH-].[Li+].Cl, predict the reaction product. The product is: [Br:25][C:21]1[CH:20]=[C:19]([NH:18][C:16](=[O:17])[N:15]([CH2:14][C:11]2[CH:10]=[CH:9][C:8]([C:7]([NH:6][CH2:5][CH2:4][C:3]([OH:39])=[O:2])=[O:38])=[CH:13][CH:12]=2)[C:26]2[CH:27]=[CH:28][C:29]([C:32]3[CH2:37][CH2:36][CH2:35][CH2:34][CH:33]=3)=[CH:30][CH:31]=2)[CH:24]=[CH:23][CH:22]=1. (2) Given the reactants OC(C(F)(F)F)=O.[NH2:8][C:9]1[CH:10]=[C:11]([C:26]2[CH:27]=[CH:28][C:29]([Cl:41])=[C:30]3[C:34]=2[N:33]([CH3:35])[N:32]=[C:31]3[NH:36][S:37]([CH3:40])(=[O:39])=[O:38])[C:12]([C@@H:15]([NH2:25])[CH2:16][C:17]2[CH:22]=[C:21]([F:23])[CH:20]=[C:19]([F:24])[CH:18]=2)=[N:13][CH:14]=1.C(N(CC)C(C)C)(C)C.[F:51][CH:52]([F:68])[C:53]1[C:54]2[C@H:64]3[CH2:65][C@H:63]3[C:62]([F:67])([F:66])[C:55]=2[N:56]([CH2:58][C:59](O)=[O:60])[N:57]=1.CN(C(ON1N=NC2C=CC=NC1=2)=[N+](C)C)C.F[P-](F)(F)(F)(F)F.[OH-].[Na+].C(O)(=O)CC(CC(O)=O)(C(O)=O)O, predict the reaction product. The product is: [NH2:8][C:9]1[CH:10]=[C:11]([C:26]2[CH:27]=[CH:28][C:29]([Cl:41])=[C:30]3[C:34]=2[N:33]([CH3:35])[N:32]=[C:31]3[NH:36][S:37]([CH3:40])(=[O:39])=[O:38])[C:12]([C@@H:15]([NH:25][C:59](=[O:60])[CH2:58][N:56]2[C:55]3[C:62]([F:66])([F:67])[C@@H:63]4[CH2:65][C@@H:64]4[C:54]=3[C:53]([CH:52]([F:68])[F:51])=[N:57]2)[CH2:16][C:17]2[CH:22]=[C:21]([F:23])[CH:20]=[C:19]([F:24])[CH:18]=2)=[N:13][CH:14]=1. (3) Given the reactants [H-].[Na+].[NH:3]1[C:11]2[C:6](=[CH:7][CH:8]=[CH:9][CH:10]=2)[CH:5]=[CH:4]1.[CH3:12][C:13]([O:16][C:17](O[C:17]([O:16][C:13]([CH3:15])([CH3:14])[CH3:12])=[O:18])=[O:18])([CH3:15])[CH3:14].CCOC(C)=O, predict the reaction product. The product is: [N:3]1([C:17]([O:16][C:13]([CH3:15])([CH3:14])[CH3:12])=[O:18])[C:11]2[C:6](=[CH:7][CH:8]=[CH:9][CH:10]=2)[CH:5]=[CH:4]1. (4) Given the reactants Cl[C:2]1[N:10]=[C:9]2[C:5]([N:6]=[CH:7][N:8]2[C@@H:11]2[CH2:15][C@H:14]([N:16]3[CH:20]=[C:19]([CH2:21][OH:22])[CH:18]=[N:17]3)[C@@H:13]([OH:23])[C@H:12]2[OH:24])=[C:4]([NH:25][CH2:26][CH:27]([C:34]2[CH:39]=[CH:38][CH:37]=[CH:36][CH:35]=2)[C:28]2[CH:33]=[CH:32][CH:31]=[CH:30][CH:29]=2)[N:3]=1.FC(F)(F)C(O)=O.C1(C(C2C=CC=CC=2)CNC2N=C(NCCN3CCCCC3)N=C3C=2N=CN3[C@@H]2C[C@H](N3C=C(CO)C=N3)[C@@H](O)[C@H]2O)C=CC=CC=1.[C:94]([O:98][C:99](=[O:106])[NH:100][C@@H:101]1[CH2:105][CH2:104][NH:103][CH2:102]1)([CH3:97])([CH3:96])[CH3:95], predict the reaction product. The product is: [C:94]([O:98][C:99](=[O:106])[NH:100][C@@H:101]1[CH2:105][CH2:104][N:103]([C:2]2[N:10]=[C:9]3[C:5]([N:6]=[CH:7][N:8]3[C@@H:11]3[CH2:15][C@H:14]([N:16]4[CH:20]=[C:19]([CH2:21][OH:22])[CH:18]=[N:17]4)[C@@H:13]([OH:23])[C@H:12]3[OH:24])=[C:4]([NH:25][CH2:26][CH:27]([C:34]3[CH:35]=[CH:36][CH:37]=[CH:38][CH:39]=3)[C:28]3[CH:29]=[CH:30][CH:31]=[CH:32][CH:33]=3)[N:3]=2)[CH2:102]1)([CH3:97])([CH3:95])[CH3:96]. (5) Given the reactants [NH2:1][C:2]1[C:3]([C:14]([O:16][CH3:17])=[O:15])=[N:4][C:5]([CH:8]2[CH2:13][CH2:12][NH:11][CH2:10][CH2:9]2)=[CH:6][N:7]=1.[C:18](Cl)(=[O:21])[CH2:19][CH3:20], predict the reaction product. The product is: [NH2:1][C:2]1[C:3]([C:14]([O:16][CH3:17])=[O:15])=[N:4][C:5]([CH:8]2[CH2:9][CH2:10][N:11]([C:18](=[O:21])[CH2:19][CH3:20])[CH2:12][CH2:13]2)=[CH:6][N:7]=1. (6) The product is: [CH3:40][NH:42][C:16]([C@@H:18]1[C@@H:22]([N:23]=[N+:24]=[N-:25])[C@@H:21]([OH:26])[C@H:20]([N:30]2[CH:38]=[N:37][C:36]3[C:31]2=[N:32][CH:33]=[N:34][C:35]=3[NH:7][CH2:6][CH2:5][C:4]2[CH:8]=[C:9]([O:12][CH3:13])[CH:10]=[CH:11][C:3]=2[O:2][CH3:1])[O:19]1)=[O:17]. Given the reactants [CH3:1][O:2][C:3]1[CH:11]=[CH:10][C:9]([O:12][CH3:13])=[CH:8][C:4]=1[CH2:5][CH2:6][NH2:7].CO[C:16]([C@@H:18]1[C@@H:22]([N:23]=[N+:24]=[N-:25])[C@@H:21]([O:26]C(=O)C)[C@H:20]([N:30]2[CH:38]=[N:37][C:36]3[C:31]2=[N:32][CH:33]=[N:34][C:35]=3Cl)[O:19]1)=[O:17].[CH2:40]([N:42](CC)CC)C.CN, predict the reaction product.